This data is from Forward reaction prediction with 1.9M reactions from USPTO patents (1976-2016). The task is: Predict the product of the given reaction. (1) Given the reactants [F:1][C:2]1[CH:10]=[C:9]([C:11]([F:14])([F:13])[F:12])[CH:8]=[CH:7][C:3]=1[C:4]([OH:6])=O.[CH3:15][O:16][C:17]1[CH:22]=[C:21]([NH2:23])[CH:20]=[CH:19][N:18]=1.C(P1(=O)OP(CCC)(=O)OP(CCC)(=O)O1)CC.C1CCCCC1, predict the reaction product. The product is: [F:1][C:2]1[CH:10]=[C:9]([C:11]([F:14])([F:13])[F:12])[CH:8]=[CH:7][C:3]=1[C:4]([NH:23][C:21]1[CH:20]=[CH:19][N:18]=[C:17]([O:16][CH3:15])[CH:22]=1)=[O:6]. (2) Given the reactants [Cl:1]/[C:2](/[C:28]([F:31])([F:30])[F:29])=[CH:3]\[C@@H:4]1[C@H:6]([C:7]([O:9][CH:10]([C:24]#[N:25])[C:11]2[CH:16]=[CH:15][CH:14]=[C:13]([O:17][C:18]3[CH:23]=[CH:22][CH:21]=[CH:20][CH:19]=3)[CH:12]=2)=[O:8])[C:5]1([CH3:27])[CH3:26].CC1(C)[C@H](C(O[C@@H](C2C=CC=C(OC3C=CC=CC=3)C=2)C#N)=O)[C@@H]1/C=C(\Cl)/C(F)(F)F, predict the reaction product. The product is: [CH3:26][C:5]1([CH3:27])[CH:6]([C:7]([O:9][CH:10]([C:11]2[CH:16]=[CH:15][CH:14]=[C:13]([O:17][C:18]3[CH:23]=[CH:22][CH:21]=[CH:20][CH:19]=3)[CH:12]=2)[C:24]#[N:25])=[O:8])[CH:4]1/[CH:3]=[C:2](\[Cl:1])/[C:28]([F:29])([F:31])[F:30].